Dataset: Forward reaction prediction with 1.9M reactions from USPTO patents (1976-2016). Task: Predict the product of the given reaction. (1) The product is: [CH2:45]([O:35][C:34]1[C:33](=[O:36])[N:17]2[CH2:18][CH:19]3[CH2:24][CH2:23][C:22]([NH:25][C:26](=[O:32])[C:27]([N:29]([CH3:31])[CH3:30])=[O:28])([C:16]2=[N:15][C:14]=1[C:12](=[O:13])[NH:11][CH2:10][C:9](=[O:37])[CH2:8][C:5]1[CH:6]=[CH:7][C:2]([F:1])=[CH:3][CH:4]=1)[CH2:21][CH2:20]3)[C:46]1[CH:51]=[CH:50][CH:49]=[CH:48][CH:47]=1. Given the reactants [F:1][C:2]1[CH:7]=[CH:6][C:5]([CH2:8][C:9](=[O:37])[CH2:10][NH:11][C:12]([C:14]2[N:15]=[C:16]3[C:22]4([NH:25][C:26](=[O:32])[C:27]([N:29]([CH3:31])[CH3:30])=[O:28])[CH2:23][CH2:24][CH:19]([CH2:20][CH2:21]4)[CH2:18][N:17]3[C:33](=[O:36])[C:34]=2[OH:35])=[O:13])=[CH:4][CH:3]=1.C([O-])([O-])=O.[K+].[K+].Br[CH2:45][C:46]1[CH:51]=[CH:50][CH:49]=[CH:48][CH:47]=1.O, predict the reaction product. (2) Given the reactants [F:1][C:2]([F:10])([C:5]([F:9])([F:8])[CH2:6][OH:7])[CH2:3][OH:4].N1C=CC=CC=1.[S:17](O[S:17]([C:20]([F:23])([F:22])[F:21])(=[O:19])=[O:18])([C:20]([F:23])([F:22])[F:21])(=[O:19])=[O:18], predict the reaction product. The product is: [F:21][C:20]([F:23])([F:22])[S:17]([O:7][CH2:6][C:5]([F:9])([F:8])[C:2]([F:10])([F:1])[CH2:3][O:4][S:17]([C:20]([F:21])([F:22])[F:23])(=[O:18])=[O:19])(=[O:19])=[O:18]. (3) Given the reactants [CH:1]1([NH:4][C:5](=[S:43])[NH:6][C:7]2[CH:41]=[CH:40][C:10]([O:11][C:12]3[CH:17]=[CH:16][N:15]=[C:14]4[CH:18]=[C:19]([C:21]5[N:26]=[CH:25][C:24]([CH2:27][N:28]([CH2:36][CH2:37][O:38][CH3:39])C(=O)OC(C)(C)C)=[CH:23][CH:22]=5)[S:20][C:13]=34)=[C:9]([F:42])[CH:8]=2)[CH2:3][CH2:2]1.Cl.[OH-].[Na+], predict the reaction product. The product is: [CH:1]1([NH:4][C:5]([NH:6][C:7]2[CH:41]=[CH:40][C:10]([O:11][C:12]3[CH:17]=[CH:16][N:15]=[C:14]4[CH:18]=[C:19]([C:21]5[CH:22]=[CH:23][C:24]([CH2:27][NH:28][CH2:36][CH2:37][O:38][CH3:39])=[CH:25][N:26]=5)[S:20][C:13]=34)=[C:9]([F:42])[CH:8]=2)=[S:43])[CH2:3][CH2:2]1. (4) Given the reactants Br[C:2]1[N:7]=[C:6]([O:8][C@@H:9]([C@H:11]2[CH2:15][NH:14][C:13](=[O:16])[CH2:12]2)[CH3:10])[C:5]2[N:17]([CH:20]3[CH2:22][CH2:21]3)[CH:18]=[N:19][C:4]=2[CH:3]=1.[F:23][CH:24]([F:44])[CH2:25][O:26][C:27]1[CH:32]=[CH:31][C:30](B2OC(C)(C)C(C)(C)O2)=[CH:29][C:28]=1[O:42][CH3:43].COCCOC.C(=O)([O-])[O-].[Na+].[Na+], predict the reaction product. The product is: [CH:20]1([N:17]2[C:5]3[C:6]([O:8][C@@H:9]([C@H:11]4[CH2:15][NH:14][C:13](=[O:16])[CH2:12]4)[CH3:10])=[N:7][C:2]([C:30]4[CH:31]=[CH:32][C:27]([O:26][CH2:25][CH:24]([F:44])[F:23])=[C:28]([O:42][CH3:43])[CH:29]=4)=[CH:3][C:4]=3[N:19]=[CH:18]2)[CH2:22][CH2:21]1. (5) Given the reactants [Br:1][C:2]1[CH:9]=[CH:8][C:7]([OH:10])=[CH:6][C:3]=1[CH:4]=[O:5].I[CH2:12][CH3:13].C([O-])([O-])=O.[K+].[K+], predict the reaction product. The product is: [Br:1][C:2]1[CH:9]=[CH:8][C:7]([O:10][CH2:12][CH3:13])=[CH:6][C:3]=1[CH:4]=[O:5].